Task: Predict the product of the given reaction.. Dataset: Forward reaction prediction with 1.9M reactions from USPTO patents (1976-2016) (1) Given the reactants C([O:8][C:9]1[CH:14]=[CH:13][C:12]([CH2:15][C:16]([N:18]([CH3:20])[CH3:19])=[O:17])=[C:11]([CH3:21])[CH:10]=1)C1C=CC=CC=1, predict the reaction product. The product is: [OH:8][C:9]1[CH:14]=[CH:13][C:12]([CH2:15][C:16]([N:18]([CH3:19])[CH3:20])=[O:17])=[C:11]([CH3:21])[CH:10]=1. (2) Given the reactants [Cl:1][C:2]1[C:13]([Cl:14])=[CH:12][C:5]([C:6](N(OC)C)=[O:7])=[C:4]([F:15])[CH:3]=1.[H-].[Al+3].[Li+].[H-].[H-].[H-].Cl, predict the reaction product. The product is: [Cl:1][C:2]1[C:13]([Cl:14])=[CH:12][C:5]([CH:6]=[O:7])=[C:4]([F:15])[CH:3]=1. (3) Given the reactants Br[C:2]1[CH:16]=[CH:15][C:5]([O:6][CH2:7][CH2:8][N:9]2[CH2:14][CH2:13][O:12][CH2:11][CH2:10]2)=[CH:4][C:3]=1[CH:17]([F:19])[F:18].[Li]CCCC.CN([CH:28]=[O:29])C.[NH4+].[Cl-], predict the reaction product. The product is: [F:18][CH:17]([F:19])[C:3]1[CH:4]=[C:5]([O:6][CH2:7][CH2:8][N:9]2[CH2:14][CH2:13][O:12][CH2:11][CH2:10]2)[CH:15]=[CH:16][C:2]=1[CH:28]=[O:29]. (4) Given the reactants [F:1][C:2]1[CH:7]=[CH:6][C:5](I)=[C:4]([C:9]([F:12])([F:11])[F:10])[CH:3]=1.Br[C:14]([F:21])([F:20])[C:15]([O:17][CH2:18][CH3:19])=[O:16].[Cl-].[NH4+], predict the reaction product. The product is: [F:20][C:14]([F:21])([C:5]1[CH:6]=[CH:7][C:2]([F:1])=[CH:3][C:4]=1[C:9]([F:12])([F:11])[F:10])[C:15]([O:17][CH2:18][CH3:19])=[O:16]. (5) Given the reactants [F:1][C:2]1[CH:23]=[C:22]([NH:24][C:25](=[O:37])[CH2:26][C:27]([NH:29][C:30]2[CH:35]=[CH:34][C:33]([F:36])=[CH:32][CH:31]=2)=[O:28])[CH:21]=[CH:20][C:3]=1[O:4][C:5]1[C:10]2=[C:11]([CH3:19])[C:12]([C:14](OCC)=[O:15])=[CH:13][N:9]2[N:8]=[CH:7][N:6]=1, predict the reaction product. The product is: [F:1][C:2]1[CH:23]=[C:22]([NH:24][C:25](=[O:37])[CH2:26][C:27]([NH:29][C:30]2[CH:31]=[CH:32][C:33]([F:36])=[CH:34][CH:35]=2)=[O:28])[CH:21]=[CH:20][C:3]=1[O:4][C:5]1[C:10]2=[C:11]([CH3:19])[C:12]([CH2:14][OH:15])=[CH:13][N:9]2[N:8]=[CH:7][N:6]=1. (6) Given the reactants [Li]C(C)(C)C.Br[C:7]1[C:16]2[C:15]3[N:17]=[CH:18][CH:19]=[CH:20][C:14]=3[CH2:13][CH2:12][CH2:11][C:10]=2[NH:9][N:8]=1.[C:21]1([N:27]=[C:28]=[O:29])[CH:26]=[CH:25][CH:24]=[CH:23][CH:22]=1, predict the reaction product. The product is: [C:21]1([NH:27][C:28]([C:7]2[C:16]3[C:15]4[N:17]=[CH:18][CH:19]=[CH:20][C:14]=4[CH2:13][CH2:12][CH2:11][C:10]=3[NH:9][N:8]=2)=[O:29])[CH:26]=[CH:25][CH:24]=[CH:23][CH:22]=1.